From a dataset of Experimentally validated miRNA-target interactions with 360,000+ pairs, plus equal number of negative samples. Binary Classification. Given a miRNA mature sequence and a target amino acid sequence, predict their likelihood of interaction. (1) The miRNA is mmu-miR-105 with sequence CCAAGUGCUCAGAUGCUUGUGGU. The protein sequence of the target gene is MATIEEIAHQIIEQQMGEIVTEQQTGQKIQIVTALDHNTQGKQFILTNHDGSTPSKVILARQDSTPGKVFLTTPDAAGVNQLFFTTPDLSAQHLQLLTDNSPDQGPNKVFDLCVVCGDKASGRHYGAVTCEGCKGFFKRSIRKNLVYSCRGSKDCIINKHHRNRCQYCRLQRCIAFGMKQDSVQCERKPIEVSREKSSNCAASTEKIYIRKDLRSPLTATPTFVTDSESTRSTGLLDSGMFMNIHPSGVKTESAVLMTSDKAESCQGDLSTLANVVTSLANLGKTKDLSQNSNEMSMIES.... Result: 0 (no interaction). (2) The miRNA is hsa-miR-4507 with sequence CUGGGUUGGGCUGGGCUGGG. The protein sequence of the target gene is MAQSRDGGNPFAEPSELDNPFQDPAVIQHRPSRQYATLDVYNPFETREPPPAYEPPAPAPLPPPSAPSLQPSRKLSPTEPKNYGSYSTQASAAAATAELLKKQEELNRKAEELDRRERELQHAALGGTATRQNNWPPLPSFCPVQPCFFQDISMEIPQEFQKTVSTMYYLWMCSTLALLLNFLACLASFCVETNNGAGFGLSILWVLLFTPCSFVCWYRPMYKAFRSDSSFNFFVFFFIFFVQDVLFVLQAIGIPGWGFSGWISALVVPKGNTAVSVLMLLVALLFTGIAVLGIVMLKRI.... Result: 1 (interaction). (3) The miRNA is hsa-miR-29c-5p with sequence UGACCGAUUUCUCCUGGUGUUC. The protein sequence of the target gene is MQYPHPGPAAGAVGVPLYAPTPLLQPAHPTPFYIEDILGRGPAAPTPAPTLPSPNSSFTSLVSPYRTPVYEPTPIHPAFSHHSAAALAAAYGPGGFGGPLYPFPRTVNDYTHALLRHDPLGKPLLWSPFLQRPLHKRKGGQVRFSNDQTIELEKKFETQKYLSPPERKRLAKMLQLSERQVKTWFQNRRAKWRRLKQENPQSNKKEELESLDSSCDQRQDLPSEQNKGASLDSSQCSPSPASQEDLESEISEDSDQEVDIEGDKSYFNAG. Result: 0 (no interaction). (4) The miRNA is hsa-miR-6875-3p with sequence AUUCUUCCUGCCCUGGCUCCAU. The protein sequence of the target gene is MTAAATATVLKEGVLEKRSGGLLQLWKRKRCVLTERGLQLFEAKGTGGRPKELSFARIKAVECVESTGRHIYFTLVTEGGGEIDFRCPLEDPGWNAQITLGLVKFKNQQAIQTVRARQSLGTGTLVS. Result: 1 (interaction). (5) The miRNA is hsa-miR-6803-5p with sequence CUGGGGGUGGGGGGCUGGGCGU. The protein sequence of the target gene is MSGLVLGQRDEPAGHRLSQEEILGSTRLVSQGLEALRSEHQAVLQSLSQTIECLQQGGHEEGLVHEKARQLRRSMENIELGLSEAQVMLALASHLSTVESEKQKLRAQVRRLCQENQWLRDELAGTQQRLQRSEQAVAQLEEEKKHLEFLGQLRQYDEDGHTSEEKEGDATKDSLDDLFPNEEEEDPSNGLSRGQGATAAQQGGYEIPARLRTLHNLVIQYAAQGRYEVAVPLCKQALEDLERTSGRGHPDVATMLNILALVYRDQNKYKEAAHLLNDALSIRESTLGPDHPAVAATLNN.... Result: 0 (no interaction). (6) The miRNA is hsa-miR-936 with sequence ACAGUAGAGGGAGGAAUCGCAG. The protein sequence of the target gene is MYRSSARSSVSSHRPKDDGGGGPRSGRSSGSSSGPARRSSPPPPPSGSSSRTPARRPRSPSGHRGRRASPSPPRGRRVSPSPPRARRGSPSPPRGRRLFPPGPAGFRGSSRGESRADYARDGRGDHPGDSGSRRRSPGLCSDSLEKSLRITVGNDHFCVSTPERRRLSDRLGSPVDNLEDMDRDDLTDDSVFTRSSQCSRGLERYISQEEGPLSPFLGQLDEDYRTKETFLHRSDYSPHISCHDELLRGTERNREKLKGYSIRSEERSREAKRPRYDDTVKINSMGGDHPSFTSGTRNYR.... Result: 0 (no interaction).